Dataset: TCR-epitope binding with 47,182 pairs between 192 epitopes and 23,139 TCRs. Task: Binary Classification. Given a T-cell receptor sequence (or CDR3 region) and an epitope sequence, predict whether binding occurs between them. (1) The epitope is ATDALMTGY. The TCR CDR3 sequence is CASSYRGQLNEQFF. Result: 1 (the TCR binds to the epitope). (2) The epitope is CINGVCWTV. The TCR CDR3 sequence is CASSQEGGTEQFF. Result: 1 (the TCR binds to the epitope).